The task is: Regression. Given two drug SMILES strings and cell line genomic features, predict the synergy score measuring deviation from expected non-interaction effect.. This data is from NCI-60 drug combinations with 297,098 pairs across 59 cell lines. (1) Drug 1: CNC(=O)C1=CC=CC=C1SC2=CC3=C(C=C2)C(=NN3)C=CC4=CC=CC=N4. Drug 2: C1CN(CCN1C(=O)CCBr)C(=O)CCBr. Cell line: HOP-92. Synergy scores: CSS=4.89, Synergy_ZIP=-3.50, Synergy_Bliss=-5.12, Synergy_Loewe=-5.46, Synergy_HSA=-6.07. (2) Drug 1: C1=NC2=C(N1)C(=S)N=CN2. Synergy scores: CSS=5.00, Synergy_ZIP=-0.377, Synergy_Bliss=4.44, Synergy_Loewe=-3.79, Synergy_HSA=-0.236. Drug 2: CCCCCOC(=O)NC1=NC(=O)N(C=C1F)C2C(C(C(O2)C)O)O. Cell line: SF-295. (3) Drug 1: CN1C(=O)N2C=NC(=C2N=N1)C(=O)N. Drug 2: CC1C(C(CC(O1)OC2CC(OC(C2O)C)OC3=CC4=CC5=C(C(=O)C(C(C5)C(C(=O)C(C(C)O)O)OC)OC6CC(C(C(O6)C)O)OC7CC(C(C(O7)C)O)OC8CC(C(C(O8)C)O)(C)O)C(=C4C(=C3C)O)O)O)O. Cell line: MOLT-4. Synergy scores: CSS=27.9, Synergy_ZIP=4.74, Synergy_Bliss=5.79, Synergy_Loewe=-26.9, Synergy_HSA=-2.76. (4) Cell line: MDA-MB-435. Drug 2: N.N.Cl[Pt+2]Cl. Drug 1: CC1=C(C(CCC1)(C)C)C=CC(=CC=CC(=CC(=O)O)C)C. Synergy scores: CSS=24.0, Synergy_ZIP=-3.28, Synergy_Bliss=1.73, Synergy_Loewe=0.577, Synergy_HSA=0.601. (5) Cell line: 786-0. Drug 2: CC1C(C(=O)NC(C(=O)N2CCCC2C(=O)N(CC(=O)N(C(C(=O)O1)C(C)C)C)C)C(C)C)NC(=O)C3=C4C(=C(C=C3)C)OC5=C(C(=O)C(=C(C5=N4)C(=O)NC6C(OC(=O)C(N(C(=O)CN(C(=O)C7CCCN7C(=O)C(NC6=O)C(C)C)C)C)C(C)C)C)N)C. Synergy scores: CSS=29.8, Synergy_ZIP=4.69, Synergy_Bliss=5.24, Synergy_Loewe=4.89, Synergy_HSA=5.47. Drug 1: C1=CC(=CC=C1CCC2=CNC3=C2C(=O)NC(=N3)N)C(=O)NC(CCC(=O)O)C(=O)O. (6) Drug 1: C1C(C(OC1N2C=C(C(=O)NC2=O)F)CO)O. Drug 2: CC1C(C(CC(O1)OC2CC(CC3=C2C(=C4C(=C3O)C(=O)C5=CC=CC=C5C4=O)O)(C(=O)C)O)N)O. Cell line: NCI-H322M. Synergy scores: CSS=47.2, Synergy_ZIP=-3.48, Synergy_Bliss=-3.12, Synergy_Loewe=-2.37, Synergy_HSA=-0.0810. (7) Drug 1: C1CCN(CC1)CCOC2=CC=C(C=C2)C(=O)C3=C(SC4=C3C=CC(=C4)O)C5=CC=C(C=C5)O. Drug 2: C1C(C(OC1N2C=C(C(=O)NC2=O)F)CO)O. Cell line: SK-MEL-2. Synergy scores: CSS=18.4, Synergy_ZIP=2.09, Synergy_Bliss=0.914, Synergy_Loewe=-16.1, Synergy_HSA=-1.86.